From a dataset of Reaction yield outcomes from USPTO patents with 853,638 reactions. Predict the reaction yield, written as a fraction of the theoretical maximum amount of product (1.0 means a 100% yield; for example, 0.34 means a 34% yield). The reactants are [CH3:1][C@@H:2]([OH:20])[C@H:3]1[C:9](=[O:10])[N:8]2[C@@H:4]1[CH2:5][C:6]([S:14][CH2:15][CH2:16][NH:17][CH:18]=[NH:19])=[C:7]2[C:11]([OH:13])=[O:12].Cl. No catalyst specified. The product is [CH3:1][C@@H:2]([OH:20])[C@H:3]1[C:9](=[O:10])[N:8]2[C@@H:4]1[CH2:5][C:6]([S:14][CH2:15][CH2:16][N:17]=[CH:18][NH2:19])=[C:7]2[C:11]([OH:13])=[O:12].[OH2:10]. The yield is 0.200.